This data is from Full USPTO retrosynthesis dataset with 1.9M reactions from patents (1976-2016). The task is: Predict the reactants needed to synthesize the given product. (1) Given the product [Cl:1][C:2]1[C:10]([N+:11]([O-:13])=[O:12])=[CH:9][CH:8]=[C:7]([Cl:14])[C:3]=1[C:4]([NH2:16])=[O:5], predict the reactants needed to synthesize it. The reactants are: [Cl:1][C:2]1[C:10]([N+:11]([O-:13])=[O:12])=[CH:9][CH:8]=[C:7]([Cl:14])[C:3]=1[C:4](Cl)=[O:5].[OH-].[NH4+:16]. (2) Given the product [OH:23][CH2:22][CH2:21][CH2:20][CH2:19][C:11]1[NH:12][C:13]2[C:18]([C:9](=[O:8])[C:10]=1[CH3:31])=[CH:17][CH:16]=[CH:15][CH:14]=2, predict the reactants needed to synthesize it. The reactants are: C([O:8][C:9]1[C:18]2[C:13](=[CH:14][CH:15]=[CH:16][CH:17]=2)[N:12]=[C:11]([CH:19]=[CH:20][CH2:21][CH2:22][O:23]CC2C=CC=CC=2)[C:10]=1[CH3:31])C1C=CC=CC=1.C1CCCCC=1.